This data is from Forward reaction prediction with 1.9M reactions from USPTO patents (1976-2016). The task is: Predict the product of the given reaction. The product is: [CH2:13]([C:12]1[C:11]2[C:2](=[CH:3][C:4]([C:5]([O:7][CH3:8])=[O:6])=[CH:9][CH:10]=2)[NH:1][N:15]=1)[CH3:14]. Given the reactants [NH2:1][C:2]1[CH:3]=[C:4]([CH:9]=[CH:10][C:11]=1[CH2:12][CH2:13][CH3:14])[C:5]([O:7][CH3:8])=[O:6].[N:15]([O-])=O.[Na+], predict the reaction product.